Dataset: Forward reaction prediction with 1.9M reactions from USPTO patents (1976-2016). Task: Predict the product of the given reaction. Given the reactants [CH3:1][N:2]1[CH2:6][CH2:5][CH2:4][CH:3]1[CH2:7][CH2:8][N:9]1[C:14](=[O:15])[CH2:13][O:12][C:11]2[CH:16]=[C:17]([N+:20]([O-])=O)[CH:18]=[CH:19][C:10]1=2, predict the reaction product. The product is: [NH2:20][C:17]1[CH:18]=[CH:19][C:10]2[N:9]([CH2:8][CH2:7][CH:3]3[CH2:4][CH2:5][CH2:6][N:2]3[CH3:1])[C:14](=[O:15])[CH2:13][O:12][C:11]=2[CH:16]=1.